Dataset: Reaction yield outcomes from USPTO patents with 853,638 reactions. Task: Predict the reaction yield, written as a fraction of the theoretical maximum amount of product (1.0 means a 100% yield; for example, 0.34 means a 34% yield). (1) The reactants are [C:1]([C:4]1[C:5]([CH3:16])=[C:6](Br)[NH:7][C:8]=1[C:9]1[CH:14]=[CH:13][CH:12]=[CH:11][CH:10]=1)(=[O:3])[CH3:2].[N:17]1[CH:22]=[CH:21][C:20](B(O)O)=[CH:19][CH:18]=1. The catalyst is COCCOC.C([O-])(O)=O.[Na+].C(OCC)(=O)C.O.Cl[Pd](Cl)([P](C1C=CC=CC=1)(C1C=CC=CC=1)C1C=CC=CC=1)[P](C1C=CC=CC=1)(C1C=CC=CC=1)C1C=CC=CC=1. The product is [C:1]([C:4]1[C:5]([CH3:16])=[C:6]([C:20]2[CH:21]=[CH:22][N:17]=[CH:18][CH:19]=2)[NH:7][C:8]=1[C:9]1[CH:14]=[CH:13][CH:12]=[CH:11][CH:10]=1)(=[O:3])[CH3:2]. The yield is 0.300. (2) The reactants are Cl[C:2]1[CH:11]=[C:10]([C:12]2[CH:17]=[CH:16][CH:15]=[CH:14][C:13]=2[CH3:18])[C:5]([C:6]([NH:8][CH3:9])=[O:7])=[CH:4][N:3]=1.[NH:19]1[CH2:24][CH2:23][O:22][CH2:21][CH2:20]1.C(N(C(C)C)C(C)C)C. The catalyst is CN(C1C=CN=CC=1)C.C(OCC)(=O)C. The product is [CH3:9][NH:8][C:6](=[O:7])[C:5]1[C:10]([C:12]2[CH:17]=[CH:16][CH:15]=[CH:14][C:13]=2[CH3:18])=[CH:11][C:2]([N:19]2[CH2:24][CH2:23][O:22][CH2:21][CH2:20]2)=[N:3][CH:4]=1. The yield is 0.929. (3) The reactants are [CH3:1][O:2][C:3]1[CH:4]=[C:5]([CH:29]=[C:30]([O:34][CH3:35])[C:31]=1[O:32][CH3:33])[C:6]([NH:8][CH:9]=[N:10][C:11](=[O:28])[O:12][N:13]([C:24]([CH3:27])([CH3:26])[CH3:25])[C:14]1[CH:19]=[CH:18][C:17]([CH3:20])=[C:16]([N+:21]([O-])=O)[CH:15]=1)=[O:7]. The catalyst is CO.[Pd]. The product is [CH3:1][O:2][C:3]1[CH:4]=[C:5]([CH:29]=[C:30]([O:34][CH3:35])[C:31]=1[O:32][CH3:33])[C:6]([NH:8][CH:9]=[N:10][C:11](=[O:28])[O:12][N:13]([C:24]([CH3:27])([CH3:26])[CH3:25])[C:14]1[CH:19]=[CH:18][C:17]([CH3:20])=[C:16]([NH2:21])[CH:15]=1)=[O:7]. The yield is 0.730. (4) The reactants are [OH:1][C:2]1[CH:12]=[CH:11][CH:10]=[C:4]2[C:5]([O:7][C:8](=[O:9])[C:3]=12)=O.[CH3:13][O:14][C:15]1[CH:22]=[C:21]([O:23][CH3:24])[CH:20]=[CH:19][C:16]=1[CH2:17][NH2:18].C(O)(=O)C. The catalyst is O. The product is [OH:1][C:2]1[CH:12]=[CH:11][CH:10]=[C:4]2[C:3]=1[C:8](=[O:9])[N:18]([CH2:17][C:16]1[CH:19]=[CH:20][C:21]([O:23][CH3:24])=[CH:22][C:15]=1[O:14][CH3:13])[C:5]2=[O:7]. The yield is 0.730. (5) The reactants are [Br:1]Br.[CH2:3]([O:10][C:11]1[CH:12]=[C:13]([C:25](=[O:27])[CH3:26])[CH:14]=[C:15]([O:17][CH2:18][C:19]2[CH:24]=[CH:23][CH:22]=[CH:21][CH:20]=2)[CH:16]=1)[C:4]1[CH:9]=[CH:8][CH:7]=[CH:6][CH:5]=1.O. The catalyst is C(Cl)(Cl)Cl. The product is [CH2:18]([O:17][C:15]1[CH:14]=[C:13]([C:25](=[O:27])[CH2:26][Br:1])[CH:12]=[C:11]([O:10][CH2:3][C:4]2[CH:5]=[CH:6][CH:7]=[CH:8][CH:9]=2)[CH:16]=1)[C:19]1[CH:20]=[CH:21][CH:22]=[CH:23][CH:24]=1. The yield is 0.220. (6) The reactants are [CH3:1][C:2](=[CH:4][CH2:5][CH2:6][C@H:7]([CH3:13])CCCCC)[CH3:3].C[C:15]([CH3:17])=[O:16].[OH:18]S(O)(=O)=O.O=[Cr](=O)=O.O.[O-]S([O-])(=O)=O.[Na+].[Na+]. The catalyst is CC(C)=O.C(Cl)Cl.CCOCC. The product is [CH3:1][C@H:2]([CH2:4][CH2:5][CH2:6][CH2:7][CH3:13])[CH2:3][CH2:17][C:15]([OH:18])=[O:16]. The yield is 0.540. (7) The reactants are [F:1][C:2]1[CH:8]=[CH:7][C:6]([F:9])=[CH:5][C:3]=1[NH2:4].[F:10][C:11]([F:24])([O:15][C:16]1[CH:17]=[C:18]([CH:21]=[CH:22][CH:23]=1)[CH:19]=O)[CH:12]([F:14])[F:13]. The catalyst is C1CCCCC1. The product is [F:1][C:2]1[CH:8]=[CH:7][C:6]([F:9])=[CH:5][C:3]=1[NH:4][CH2:19][C:18]1[CH:21]=[CH:22][CH:23]=[C:16]([O:15][C:11]([F:10])([F:24])[CH:12]([F:13])[F:14])[CH:17]=1. The yield is 0.860. (8) The reactants are [C:1]([O:4][CH:5]1[CH2:10][CH2:9][N:8](CC2C=CC=CC=2)[CH2:7][CH2:6]1)(=[O:3])[CH3:2].[H][H]. The catalyst is C(O)C.[Pd]. The product is [C:1]([O:4][CH:5]1[CH2:10][CH2:9][NH:8][CH2:7][CH2:6]1)(=[O:3])[CH3:2]. The yield is 1.00. (9) The reactants are Br[C:2]1[CH:3]=[C:4]([CH:8]=[CH:9][CH:10]=1)[C:5]([NH2:7])=[O:6].C1(C)C=CC=CC=1.C([O-])([O-])=O.[Na+].[Na+].[CH3:24][O:25][C:26]1[CH:27]=[C:28](B(O)O)[CH:29]=[CH:30][CH:31]=1. The catalyst is O.CCO.C1C=CC([P]([Pd]([P](C2C=CC=CC=2)(C2C=CC=CC=2)C2C=CC=CC=2)([P](C2C=CC=CC=2)(C2C=CC=CC=2)C2C=CC=CC=2)[P](C2C=CC=CC=2)(C2C=CC=CC=2)C2C=CC=CC=2)(C2C=CC=CC=2)C2C=CC=CC=2)=CC=1. The product is [CH3:24][O:25][C:26]1[CH:31]=[C:30]([C:2]2[CH:10]=[CH:9][CH:8]=[C:4]([C:5]([NH2:7])=[O:6])[CH:3]=2)[CH:29]=[CH:28][CH:27]=1. The yield is 0.740.